This data is from Forward reaction prediction with 1.9M reactions from USPTO patents (1976-2016). The task is: Predict the product of the given reaction. (1) Given the reactants [C@H:1]12[CH2:7][C@H:4]([NH:5][CH2:6]1)[CH2:3][N:2]2[C:8]1[N:13]=[CH:12][C:11]([C:14]2[N:19]3[N:20]=[C:21]([C:23]4[CH:28]=[CH:27][N:26]=[CH:25][CH:24]=4)[CH:22]=[C:18]3[N:17]=[CH:16][CH:15]=2)=[CH:10][CH:9]=1.C=O.[C:31](O)(=O)C.C(O[BH-](OC(=O)C)OC(=O)C)(=O)C.[Na+], predict the reaction product. The product is: [CH3:31][N:5]1[CH2:6][C@@H:1]2[CH2:7][C@H:4]1[CH2:3][N:2]2[C:8]1[N:13]=[CH:12][C:11]([C:14]2[N:19]3[N:20]=[C:21]([C:23]4[CH:24]=[CH:25][N:26]=[CH:27][CH:28]=4)[CH:22]=[C:18]3[N:17]=[CH:16][CH:15]=2)=[CH:10][CH:9]=1. (2) Given the reactants [C:1](Cl)(=[O:10])[CH2:2][CH2:3][C:4]1[CH:9]=[CH:8][CH:7]=[CH:6][CH:5]=1.[Br:12][C:13]1[CH:18]=[CH:17][C:16]([C:19]2[O:23][N:22]=[C:21]([CH3:24])[C:20]=2[NH2:25])=[CH:15][CH:14]=1.C(N(CC)CC)C, predict the reaction product. The product is: [Br:12][C:13]1[CH:14]=[CH:15][C:16]([C:19]2[O:23][N:22]=[C:21]([CH3:24])[C:20]=2[NH:25][C:1](=[O:10])[CH2:2][CH2:3][C:4]2[CH:9]=[CH:8][CH:7]=[CH:6][CH:5]=2)=[CH:17][CH:18]=1.